The task is: Predict which catalyst facilitates the given reaction.. This data is from Catalyst prediction with 721,799 reactions and 888 catalyst types from USPTO. Reactant: [CH3:1][O:2][C:3]1[CH:4]=[C:5]([CH2:11][C:12]([OH:14])=O)[CH:6]=[CH:7][C:8]=1[O:9][CH3:10].Cl.[CH3:16][NH:17][O:18][CH3:19].Cl.CN(C)CCCN=C=NCC.OC1C2N=NNC=2C=CC=1.C(N(CC)CC)C. Product: [CH3:1][O:2][C:3]1[CH:4]=[C:5]([CH2:11][C:12]([N:17]([O:18][CH3:19])[CH3:16])=[O:14])[CH:6]=[CH:7][C:8]=1[O:9][CH3:10]. The catalyst class is: 46.